Dataset: Forward reaction prediction with 1.9M reactions from USPTO patents (1976-2016). Task: Predict the product of the given reaction. (1) Given the reactants [NH2:1][C:2](=[O:28])[C@@H:3]([NH:20]C(=O)OC(C)(C)C)[CH2:4][C:5]1[CH:10]=[CH:9][C:8]([S:11]([C:14]2[CH:19]=[CH:18][CH:17]=[CH:16][CH:15]=2)(=[O:13])=[O:12])=[CH:7][CH:6]=1.C(O)(C(F)(F)F)=O, predict the reaction product. The product is: [NH2:20][C@@H:3]([CH2:4][C:5]1[CH:10]=[CH:9][C:8]([S:11]([C:14]2[CH:19]=[CH:18][CH:17]=[CH:16][CH:15]=2)(=[O:13])=[O:12])=[CH:7][CH:6]=1)[C:2]([NH2:1])=[O:28]. (2) Given the reactants [C:1]([O:5][C:6](=[O:19])[NH:7][C@@:8]([CH2:12][C:13]1[CH:18]=[CH:17][CH:16]=[CH:15][CH:14]=1)([CH3:11])[CH2:9][OH:10])([CH3:4])([CH3:3])[CH3:2].C(N(CC)CC)C.S(=O)(=O)=O.N1C=CC=CC=1, predict the reaction product. The product is: [CH2:12]([C@:8]([NH:7][C:6](=[O:19])[O:5][C:1]([CH3:4])([CH3:3])[CH3:2])([CH3:11])[CH:9]=[O:10])[C:13]1[CH:18]=[CH:17][CH:16]=[CH:15][CH:14]=1. (3) Given the reactants [OH:1][CH:2]([CH2:8][CH2:9][CH2:10][CH3:11])[C:3](OCC)=[O:4].C[O-].[Na+].CO.[CH3:17][NH:18][CH3:19].P(=O)(O)(O)O, predict the reaction product. The product is: [OH:1][CH:2]([CH2:8][CH2:9][CH2:10][CH3:11])[C:3]([N:18]([CH3:19])[CH3:17])=[O:4]. (4) Given the reactants [F:1][C:2]1[CH:29]=[CH:28][CH:27]=[C:26]([F:30])[C:3]=1[C:4]([NH:6][C:7]1[S:8][C:9]([C:16]2[CH:21]=[CH:20][CH:19]=[C:18]([C:22]([F:25])([F:24])[F:23])[CH:17]=2)=[C:10](C(OC)=O)[N:11]=1)=[O:5].[CH3:31][Mg+].[Br-].CC[O:36][CH2:37][CH3:38], predict the reaction product. The product is: [F:30][C:26]1[CH:27]=[CH:28][CH:29]=[C:2]([F:1])[C:3]=1[C:4]([NH:6][C:7]1[S:8][C:9]([C:16]2[CH:21]=[CH:20][CH:19]=[C:18]([C:22]([F:25])([F:24])[F:23])[CH:17]=2)=[C:10]([C:37]([OH:36])([CH3:38])[CH3:31])[N:11]=1)=[O:5]. (5) Given the reactants [CH:1]1([NH:5][C:6]([C@@H:8]2[CH2:12][CH2:11][CH2:10][N:9]2[C:13](=[O:30])[CH2:14][O:15][C:16]2[N:20]([C:21]3[CH:26]=[CH:25][CH:24]=[CH:23][CH:22]=3)[N:19]=[C:18]([C:27](O)=[O:28])[CH:17]=2)=[O:7])[CH2:4][CH2:3][CH2:2]1.C1C=CC2N(O)N=NC=2C=1.CCN(C(C)C)C(C)C.[CH:50]1([O:54][C:55]([N:57]2[CH2:62][CH2:61][N:60]([C:63](=[O:78])[C@@H:64]([NH2:77])[CH2:65][CH2:66][CH2:67][CH2:68][O:69][CH2:70][C:71]3[CH:76]=[CH:75][CH:74]=[CH:73][CH:72]=3)[CH2:59][CH2:58]2)=[O:56])[CH2:53][CH2:52][CH2:51]1, predict the reaction product. The product is: [CH:50]1([O:54][C:55]([N:57]2[CH2:62][CH2:61][N:60]([C:63](=[O:78])[C@@H:64]([NH:77][C:27]([C:18]3[CH:17]=[C:16]([O:15][CH2:14][C:13]([N:9]4[CH2:10][CH2:11][CH2:12][C@H:8]4[C:6](=[O:7])[NH:5][CH:1]4[CH2:2][CH2:3][CH2:4]4)=[O:30])[N:20]([C:21]4[CH:22]=[CH:23][CH:24]=[CH:25][CH:26]=4)[N:19]=3)=[O:28])[CH2:65][CH2:66][CH2:67][CH2:68][O:69][CH2:70][C:71]3[CH:76]=[CH:75][CH:74]=[CH:73][CH:72]=3)[CH2:59][CH2:58]2)=[O:56])[CH2:53][CH2:52][CH2:51]1. (6) Given the reactants [CH2:1]([O:8][C@@H:9]1[CH2:18][CH2:17][C:12]2(OCC[O:13]2)[CH2:11][C@:10]1([CH3:24])[C:19]([O:21][CH2:22][CH3:23])=[O:20])[C:2]1[CH:7]=[CH:6][CH:5]=[CH:4][CH:3]=1.CC1C=CC(S([O-])(=O)=O)=CC=1.C1C=C[NH+]=CC=1, predict the reaction product. The product is: [CH2:1]([O:8][C@@H:9]1[CH2:18][CH2:17][C:12](=[O:13])[CH2:11][C@:10]1([CH3:24])[C:19]([O:21][CH2:22][CH3:23])=[O:20])[C:2]1[CH:3]=[CH:4][CH:5]=[CH:6][CH:7]=1. (7) Given the reactants [CH3:1][NH:2][CH2:3][CH2:4][N:5]1[C:10](=[O:11])[CH:9]=[CH:8][C:7]([C:12]2[S:13][CH:14]=[C:15]([CH3:17])[CH:16]=2)=[N:6]1.Cl[C:19]1[CH:20]=[CH:21][N:22]=[C:23]2[C:28]=1[N:27]=[CH:26][C:25]([O:29][CH3:30])=[CH:24]2, predict the reaction product. The product is: [CH3:30][O:29][C:25]1[CH:24]=[C:23]2[C:28]([C:19]([N:2]([CH3:1])[CH2:3][CH2:4][N:5]3[C:10](=[O:11])[CH:9]=[CH:8][C:7]([C:12]4[S:13][CH:14]=[C:15]([CH3:17])[CH:16]=4)=[N:6]3)=[CH:20][CH:21]=[N:22]2)=[N:27][CH:26]=1. (8) Given the reactants [C:1]([C:4]1[CH:9]=[CH:8][CH:7]=[CH:6][N:5]=1)(=[O:3])[CH3:2].[C:10](OC)(=[O:15])[C:11]([O:13][CH3:14])=[O:12].C[O-].[Na+].O, predict the reaction product. The product is: [CH3:14][O:13][C:11](=[O:12])[C:10](=[O:15])[CH2:2][C:1]([C:4]1[CH:9]=[CH:8][CH:7]=[CH:6][N:5]=1)=[O:3]. (9) Given the reactants [Cl-].[C:2]([CH2:5][CH2:6][CH2:7][NH+:8]([CH3:10])[CH3:9])([OH:4])=[O:3].S(Cl)([Cl:13])=O.[CH3:15]O, predict the reaction product. The product is: [Cl-:13].[CH3:15][O:3][C:2](=[O:4])[CH2:5][CH2:6][CH2:7][NH+:8]([CH3:10])[CH3:9].